Dataset: Forward reaction prediction with 1.9M reactions from USPTO patents (1976-2016). Task: Predict the product of the given reaction. Given the reactants C(OP([CH:9]([F:15])[C:10]([O:12]CC)=[O:11])(OCC)=O)C.[H-].[Na+].[O:18]1[CH2:23][CH2:22][C:21](=O)[CH2:20][CH2:19]1, predict the reaction product. The product is: [F:15][C:9](=[C:21]1[CH2:22][CH2:23][O:18][CH2:19][CH2:20]1)[C:10]([OH:12])=[O:11].